Dataset: Catalyst prediction with 721,799 reactions and 888 catalyst types from USPTO. Task: Predict which catalyst facilitates the given reaction. (1) Reactant: [CH3:1][O:2][C:3]1[CH:8]=[CH:7][CH:6]=[CH:5][C:4]=1[CH:9]1[CH2:11][O:10]1.[OH:12][C:13]1[CH:20]=[CH:19][C:16]([CH:17]=[O:18])=[CH:15][CH:14]=1.[OH-].[Na+]. The catalyst class is: 11. Product: [OH:10][CH:9]([C:4]1[CH:5]=[CH:6][CH:7]=[CH:8][C:3]=1[O:2][CH3:1])[CH2:11][O:12][C:13]1[CH:20]=[CH:19][C:16]([CH:17]=[O:18])=[CH:15][CH:14]=1. (2) Reactant: C([O:3][C:4](=[O:24])[C:5]([O:15][C:16]1[CH:21]=[CH:20][C:19]([F:22])=[C:18]([F:23])[CH:17]=1)([CH3:14])[CH2:6][C:7]1[CH:12]=[CH:11][C:10]([OH:13])=[CH:9][CH:8]=1)C.[CH3:25][C:26]1[O:30][C:29]([C:31]2[CH:36]=[CH:35][C:34]([C:37]3[S:38][CH:39]=[CH:40][CH:41]=3)=[CH:33][CH:32]=2)=[N:28][C:27]=1[CH2:42][CH2:43]OS(C1C=CC(C)=CC=1)(=O)=O.C([O-])([O-])=O.[K+].[K+].[OH-].[Na+]. Product: [F:23][C:18]1[CH:17]=[C:16]([CH:21]=[CH:20][C:19]=1[F:22])[O:15][C:5]([CH3:14])([CH2:6][C:7]1[CH:12]=[CH:11][C:10]([O:13][CH2:43][CH2:42][C:27]2[N:28]=[C:29]([C:31]3[CH:36]=[CH:35][C:34]([C:37]4[S:38][CH:39]=[CH:40][CH:41]=4)=[CH:33][CH:32]=3)[O:30][C:26]=2[CH3:25])=[CH:9][CH:8]=1)[C:4]([OH:3])=[O:24]. The catalyst class is: 8. (3) Reactant: [Br:1][C:2]1[CH:6]=[CH:5][S:4][C:3]=1[C:7](=O)[CH3:8].[C:10]1([C:16](=[N:23][NH2:24])[C:17]2[CH:22]=[CH:21][CH:20]=[CH:19][CH:18]=2)[CH:15]=[CH:14][CH:13]=[CH:12][CH:11]=1. Product: [Br:1][C:2]1[CH:6]=[CH:5][S:4][C:3]=1/[C:7](=[N:24]/[N:23]=[C:16]([C:10]1[CH:15]=[CH:14][CH:13]=[CH:12][CH:11]=1)[C:17]1[CH:22]=[CH:21][CH:20]=[CH:19][CH:18]=1)/[CH3:8]. The catalyst class is: 8. (4) Reactant: [C:1]1([NH:7][CH2:8][C:9]([OH:11])=[O:10])[CH:6]=[CH:5][CH:4]=[CH:3][CH:2]=1.[N:12]([O-])=[O:13].[Na+]. Product: [N:12]([N:7]([C:1]1[CH:6]=[CH:5][CH:4]=[CH:3][CH:2]=1)[CH2:8][C:9]([OH:11])=[O:10])=[O:13]. The catalyst class is: 6. (5) Reactant: [OH:1][C@@H:2]([CH2:21][CH2:22][CH2:23][CH2:24][C:25]1[CH:30]=[CH:29][CH:28]=[CH:27][CH:26]=1)/[CH:3]=[CH:4]/[C@H:5]1[CH2:9][CH2:8][C:7](=[O:10])[N:6]1[CH2:11][CH2:12][CH2:13][CH2:14][CH2:15][CH2:16][C:17]([O:19]C)=[O:18].[OH-].[Na+].S([O-])(O)(=O)=O.[K+].[Cl-].[Na+].O. Product: [OH:1][C@@H:2]([CH2:21][CH2:22][CH2:23][CH2:24][C:25]1[CH:26]=[CH:27][CH:28]=[CH:29][CH:30]=1)/[CH:3]=[CH:4]/[C@H:5]1[CH2:9][CH2:8][C:7](=[O:10])[N:6]1[CH2:11][CH2:12][CH2:13][CH2:14][CH2:15][CH2:16][C:17]([OH:19])=[O:18]. The catalyst class is: 5.